From a dataset of Full USPTO retrosynthesis dataset with 1.9M reactions from patents (1976-2016). Predict the reactants needed to synthesize the given product. (1) Given the product [CH:54]1([CH2:49][NH:30][C:29]([C:26]2[CH:27]=[C:28]3[C:23](=[CH:24][CH:25]=2)[NH:22][N:21]=[C:20]3[C:15]2[CH:14]=[CH:13][C:12]3[C:17](=[CH:18][CH:19]=[C:10]([O:9][CH2:8][CH:4]4[CH2:5][CH2:6][CH2:7][N:3]4[CH2:1][CH3:2])[CH:11]=3)[CH:16]=2)=[O:64])[CH2:52][CH2:53]1, predict the reactants needed to synthesize it. The reactants are: [CH2:1]([N:3]1[CH2:7][CH2:6][CH2:5][CH:4]1[CH2:8][O:9][C:10]1[CH:11]=[C:12]2[C:17](=[CH:18][CH:19]=1)[CH:16]=[C:15]([C:20]1[C:28]3[C:23](=[CH:24][CH:25]=[C:26]([C:29]#[N:30])[CH:27]=3)[N:22](C3CCCCO3)[N:21]=1)[CH:14]=[CH:13]2)[CH3:2].[OH-].[K+].F[P-](F)(F)(F)(F)F.N1(OC(N(C)C)=[N+](C)C)C2C=[CH:52][CH:53]=[CH:54][C:49]=2N=N1.O.[OH:64]N1C2C=CC=CC=2N=N1.C(N(CC)CC)C.NCC1CC1. (2) Given the product [Cl:1][C:2]1[C:7]([C:8]([F:11])([F:10])[F:9])=[CH:6][CH:5]=[CH:4][C:3]=1[C:12]1[N:13]([CH2:14][C:15]2[S:16][CH:17]=[CH:18][C:19]=2[CH2:20][N:21]([CH3:23])[CH3:22])[N:27]=[N:26][N:25]=1, predict the reactants needed to synthesize it. The reactants are: [Cl:1][C:2]1[C:7]([C:8]([F:11])([F:10])[F:9])=[CH:6][CH:5]=[CH:4][C:3]=1[C:12](=S)[NH:13][CH2:14][C:15]1[S:16][CH:17]=[CH:18][C:19]=1[CH2:20][N:21]([CH3:23])[CH3:22].[N:25]([Si](C)(C)C)=[N+:26]=[N-:27]. (3) Given the product [CH2:8]([O:10][P:11]([CH:16]([C:24]#[N:25])[CH:17]([CH:18]1[CH2:19][CH2:20][O:21][CH2:22][CH2:23]1)[CH2:7][CH2:6][CH:5]=[CH2:4])(=[O:15])[O:12][CH2:13][CH3:14])[CH3:9], predict the reactants needed to synthesize it. The reactants are: II.Br[CH2:4][CH2:5][CH:6]=[CH2:7].[CH2:8]([O:10][P:11]([C:16]([C:24]#[N:25])=[CH:17][CH:18]1[CH2:23][CH2:22][O:21][CH2:20][CH2:19]1)(=[O:15])[O:12][CH2:13][CH3:14])[CH3:9].[NH4+].[Cl-]. (4) The reactants are: [N:1]1([C:8]([O:10][CH2:11][C:12]2[CH:17]=[CH:16][CH:15]=[CH:14][CH:13]=2)=[O:9])[CH2:3][CH:2]1[C:4]([O:6][CH3:7])=[O:5].[Cl:18][CH2:19][C@H:20]([OH:22])[CH3:21].B(F)(F)F.CCOCC. Given the product [CH2:11]([O:10][C:8]([NH:1][C@H:2]([CH2:3][O:22][CH:20]([CH3:21])[CH2:19][Cl:18])[C:4]([O:6][CH3:7])=[O:5])=[O:9])[C:12]1[CH:13]=[CH:14][CH:15]=[CH:16][CH:17]=1, predict the reactants needed to synthesize it. (5) Given the product [F:12][C:13]1[CH:18]=[CH:17][C:16]([C:19]2[CH:27]=[CH:26][C:22]([C:23]([NH:1][C:2]3[CH:11]=[C:10]4[C:5]([CH:6]=[CH:7][CH:8]=[N:9]4)=[CH:4][CH:3]=3)=[O:24])=[C:21]([CH2:28][O:29][CH3:30])[N:20]=2)=[CH:15][CH:14]=1, predict the reactants needed to synthesize it. The reactants are: [NH2:1][C:2]1[CH:11]=[C:10]2[C:5]([CH:6]=[CH:7][CH:8]=[N:9]2)=[CH:4][CH:3]=1.[F:12][C:13]1[CH:18]=[CH:17][C:16]([C:19]2[CH:27]=[CH:26][C:22]([C:23](O)=[O:24])=[C:21]([CH2:28][O:29][CH3:30])[N:20]=2)=[CH:15][CH:14]=1. (6) The reactants are: COC1C=CC(C([O:9][C@@H:10]2[CH2:14][N:13]([C:15]([O:17][C:18]([CH3:21])([CH3:20])[CH3:19])=[O:16])[C@@H:12]([CH2:22][O:23][CH3:24])[CH2:11]2)=O)=CC=1.[OH-].[Na+]. Given the product [OH:9][C@@H:10]1[CH2:14][N:13]([C:15]([O:17][C:18]([CH3:19])([CH3:20])[CH3:21])=[O:16])[C@@H:12]([CH2:22][O:23][CH3:24])[CH2:11]1, predict the reactants needed to synthesize it. (7) Given the product [Cl:1][C:2]1[CH:3]=[CH:4][C:5]([C:24]([NH2:30])=[O:26])=[C:6]2[C:10]=1[N:9]=[C:8]1[N:11]([C:15]3[C:20]([CH3:21])=[CH:19][C:18]([Cl:22])=[CH:17][C:16]=3[Cl:23])[CH2:12][CH2:13][CH2:14][N:7]21, predict the reactants needed to synthesize it. The reactants are: [Cl:1][C:2]1[CH:3]=[CH:4][C:5]([C:24]([O:26]C)=O)=[C:6]2[C:10]=1[N:9]=[C:8]1[N:11]([C:15]3[C:20]([CH3:21])=[CH:19][C:18]([Cl:22])=[CH:17][C:16]=3[Cl:23])[CH2:12][CH2:13][CH2:14][N:7]21.C([NH2:30])=O.C[O-].[Na+]. (8) Given the product [Cl:33][C:27]1[CH:28]=[CH:29][CH:30]=[C:31]([F:32])[C:26]=1[CH2:25][CH:9]1[CH2:10][CH2:11][CH2:12][N:7]([CH:1]2[CH2:2][CH2:3][CH2:4][CH2:5][CH2:6]2)[C:8]1=[O:13], predict the reactants needed to synthesize it. The reactants are: [CH:1]1([N:7]2[CH2:12][CH2:11][CH2:10][CH2:9][C:8]2=[O:13])[CH2:6][CH2:5][CH2:4][CH2:3][CH2:2]1.C[Si]([N-][Si](C)(C)C)(C)C.[Li+].Br[CH2:25][C:26]1[C:31]([F:32])=[CH:30][CH:29]=[CH:28][C:27]=1[Cl:33]. (9) Given the product [C:1]([O:5][C:6]([NH:8][CH:9]1[C:27](=[O:28])[N:26]2[CH:22]([CH2:23][CH:24]([O:29][C:39]3[CH:44]=[CH:43][C:42]([N+:45]([O-:47])=[O:46])=[CH:41][CH:40]=3)[CH2:25]2)[C:21](=[O:30])[NH:20][C:19]2([C:31]([OH:33])=[O:32])[CH:17]([CH2:18]2)[CH:16]=[CH:15][CH2:14][CH2:13][CH2:12][CH2:11][CH2:10]1)=[O:7])([CH3:3])([CH3:2])[CH3:4], predict the reactants needed to synthesize it. The reactants are: [C:1]([O:5][C:6]([NH:8][CH:9]1[C:27](=[O:28])[N:26]2[CH:22]([CH2:23][CH:24]([OH:29])[CH2:25]2)[C:21](=[O:30])[NH:20][C:19]2([C:31]([O:33]CC)=[O:32])[CH:17]([CH2:18]2)[CH:16]=[CH:15][CH2:14][CH2:13][CH2:12][CH2:11][CH2:10]1)=[O:7])([CH3:4])([CH3:3])[CH3:2].[H-].[Na+].F[C:39]1[CH:44]=[CH:43][C:42]([N+:45]([O-:47])=[O:46])=[CH:41][CH:40]=1.